Dataset: NCI-60 drug combinations with 297,098 pairs across 59 cell lines. Task: Regression. Given two drug SMILES strings and cell line genomic features, predict the synergy score measuring deviation from expected non-interaction effect. (1) Drug 1: C1=CC(=CC=C1CCCC(=O)O)N(CCCl)CCCl. Cell line: MCF7. Synergy scores: CSS=29.3, Synergy_ZIP=1.17, Synergy_Bliss=4.30, Synergy_Loewe=0.0587, Synergy_HSA=1.66. Drug 2: CC1=C(C=C(C=C1)NC(=O)C2=CC=C(C=C2)CN3CCN(CC3)C)NC4=NC=CC(=N4)C5=CN=CC=C5. (2) Drug 1: C1CC(C1)(C2=CC=C(C=C2)C3=C(C=C4C(=N3)C=CN5C4=NNC5=O)C6=CC=CC=C6)N. Drug 2: CC1(CCCN1)C2=NC3=C(C=CC=C3N2)C(=O)N. Cell line: SW-620. Synergy scores: CSS=6.90, Synergy_ZIP=-2.95, Synergy_Bliss=-1.37, Synergy_Loewe=-2.49, Synergy_HSA=-1.78. (3) Cell line: NCI/ADR-RES. Synergy scores: CSS=5.23, Synergy_ZIP=-2.66, Synergy_Bliss=-1.34, Synergy_Loewe=-3.55, Synergy_HSA=-3.12. Drug 2: B(C(CC(C)C)NC(=O)C(CC1=CC=CC=C1)NC(=O)C2=NC=CN=C2)(O)O. Drug 1: CC(C)(C#N)C1=CC(=CC(=C1)CN2C=NC=N2)C(C)(C)C#N. (4) Drug 2: CC12CCC3C(C1CCC2OP(=O)(O)O)CCC4=C3C=CC(=C4)OC(=O)N(CCCl)CCCl.[Na+]. Cell line: ACHN. Synergy scores: CSS=-6.18, Synergy_ZIP=2.40, Synergy_Bliss=-2.15, Synergy_Loewe=-7.89, Synergy_HSA=-6.17. Drug 1: CN(C)C1=NC(=NC(=N1)N(C)C)N(C)C. (5) Drug 1: C1=CC(=CC=C1CCC2=CNC3=C2C(=O)NC(=N3)N)C(=O)NC(CCC(=O)O)C(=O)O. Drug 2: CC1=C2C(C(=O)C3(C(CC4C(C3C(C(C2(C)C)(CC1OC(=O)C(C(C5=CC=CC=C5)NC(=O)C6=CC=CC=C6)O)O)OC(=O)C7=CC=CC=C7)(CO4)OC(=O)C)O)C)OC(=O)C. Cell line: HS 578T. Synergy scores: CSS=28.6, Synergy_ZIP=-8.28, Synergy_Bliss=-13.4, Synergy_Loewe=-30.3, Synergy_HSA=-10.1.